Predict the reactants needed to synthesize the given product. From a dataset of Full USPTO retrosynthesis dataset with 1.9M reactions from patents (1976-2016). (1) Given the product [CH:1]1([C:11]([O:13][CH2:14][CH3:15])=[O:12])[C:10]2[C:5](=[CH:6][CH:7]=[CH:8][CH:9]=2)[CH2:4][CH2:3][CH2:2]1, predict the reactants needed to synthesize it. The reactants are: [C:1]1(C(OCC)=O)([C:11]([O:13][CH2:14][CH3:15])=[O:12])[C:10]2[C:5](=[CH:6][CH:7]=[CH:8][CH:9]=2)[CH2:4][CH2:3][CH2:2]1.[Cl-].[Na+].O. (2) Given the product [CH:3]1([C:9](=[O:17])[CH:10]=[CH:26][C:24]2[C:23]([C:28]3[N:29]=[CH:30][N:31]([C:33]([C:40]4[CH:41]=[CH:42][CH:43]=[CH:44][CH:45]=4)([C:46]4[CH:47]=[CH:48][CH:49]=[CH:50][CH:51]=4)[C:34]4[CH:39]=[CH:38][CH:37]=[CH:36][CH:35]=4)[CH:32]=3)=[CH:22][N:21]=[C:20]([O:19][CH3:18])[CH:25]=2)[CH2:4][CH2:5][CH2:6][CH2:7][CH2:8]1, predict the reactants needed to synthesize it. The reactants are: [BH4-].[Na+].[CH:3]1([C:9](=[O:17])[CH2:10]P(=O)(OC)OC)[CH2:8][CH2:7][CH2:6][CH2:5][CH2:4]1.[CH3:18][O:19][C:20]1[CH:25]=[C:24]([CH:26]=O)[C:23]([C:28]2[N:29]=[CH:30][N:31]([C:33]([C:46]3[CH:51]=[CH:50][CH:49]=[CH:48][CH:47]=3)([C:40]3[CH:45]=[CH:44][CH:43]=[CH:42][CH:41]=3)[C:34]3[CH:39]=[CH:38][CH:37]=[CH:36][CH:35]=3)[CH:32]=2)=[CH:22][N:21]=1. (3) Given the product [P:23](=[O:22])([OH:26])([OH:25])[OH:24].[N:1]1([C:7]2[C:13]3[CH:14]=[CH:15][CH:16]=[CH:17][C:12]=3[S:11][C:10]3[CH:18]=[CH:19][CH:20]=[CH:21][C:9]=3[N:8]=2)[CH2:2][CH2:3][NH:4][CH2:5][CH2:6]1, predict the reactants needed to synthesize it. The reactants are: [N:1]1([C:7]2[C:13]3[CH:14]=[CH:15][CH:16]=[CH:17][C:12]=3[S:11][C:10]3[CH:18]=[CH:19][CH:20]=[CH:21][C:9]=3[N:8]=2)[CH2:6][CH2:5][NH:4][CH2:3][CH2:2]1.[OH:22][P:23]([OH:26])([OH:25])=[O:24]. (4) Given the product [CH2:30]([O:31][C:32]([NH:1][CH:2]1[CH2:16][C:5]2([CH2:8][N:7]([C:9]([O:11][C:12]([CH3:14])([CH3:15])[CH3:13])=[O:10])[CH2:6]2)[S:4](=[O:17])(=[O:18])[CH2:3]1)=[O:33])[C:27]1[CH:28]=[CH:29][CH:24]=[CH:25][CH:26]=1, predict the reactants needed to synthesize it. The reactants are: [NH2:1][CH:2]1[CH2:16][C:5]2([CH2:8][N:7]([C:9]([O:11][C:12]([CH3:15])([CH3:14])[CH3:13])=[O:10])[CH2:6]2)[S:4](=[O:18])(=[O:17])[CH2:3]1.O1CCCC1.[CH:24]1[CH:29]=[CH:28][C:27]([CH2:30][O:31][C:32](Cl)=[O:33])=[CH:26][CH:25]=1. (5) Given the product [CH3:18][C:19]1[N:9]([C:10]2[CH:11]=[CH:12][CH:13]=[CH:14][CH:15]=2)[C:2](=[O:1])[C:3]([C:4]([OH:6])=[O:5])=[CH:21][CH:20]=1, predict the reactants needed to synthesize it. The reactants are: [O:1]=[C:2]([NH:9][C:10]1[CH:15]=[CH:14][CH:13]=[CH:12][CH:11]=1)[CH2:3][C:4]([O:6]CC)=[O:5].CO[CH:18]=[CH:19][C:20](=O)[CH3:21].[O-]CC.[Na+].O.[OH-].[Li+].